Dataset: Catalyst prediction with 721,799 reactions and 888 catalyst types from USPTO. Task: Predict which catalyst facilitates the given reaction. Reactant: [N+:1]([C:4]1[C:13]([O:14][CH:15]2[CH2:20][CH2:19][O:18][CH2:17][CH2:16]2)=[CH:12][CH:11]=[CH:10][C:5]=1[C:6]([O:8][CH3:9])=[O:7])([O-])=O.C(OCC)(=O)C. Product: [NH2:1][C:4]1[C:13]([O:14][CH:15]2[CH2:20][CH2:19][O:18][CH2:17][CH2:16]2)=[CH:12][CH:11]=[CH:10][C:5]=1[C:6]([O:8][CH3:9])=[O:7]. The catalyst class is: 94.